From a dataset of Full USPTO retrosynthesis dataset with 1.9M reactions from patents (1976-2016). Predict the reactants needed to synthesize the given product. Given the product [Cl:28][C:29]1[CH:34]=[C:33]([CH:25]2[CH2:26][N:23]([C:16]([O:18][C:19]([CH3:22])([CH3:21])[CH3:20])=[O:17])[CH2:24]2)[CH:32]=[C:31]([Cl:36])[N:30]=1, predict the reactants needed to synthesize it. The reactants are: CC(N(C)C)=O.BrCCBr.[Si](Cl)(C)(C)C.[C:16]([N:23]1[CH2:26][CH:25](I)[CH2:24]1)([O:18][C:19]([CH3:22])([CH3:21])[CH3:20])=[O:17].[Cl:28][C:29]1[CH:34]=[C:33](I)[CH:32]=[C:31]([Cl:36])[N:30]=1.